Dataset: Catalyst prediction with 721,799 reactions and 888 catalyst types from USPTO. Task: Predict which catalyst facilitates the given reaction. Reactant: [CH:1]([N:4]1[CH2:9][CH2:8][NH:7][CH2:6][CH2:5]1)([CH3:3])[CH3:2].C(=O)([O-])[O-].[K+].[K+].Br[CH2:17][C:18]([O:20][CH2:21][C:22]1[CH:27]=[CH:26][CH:25]=[CH:24][CH:23]=1)=[O:19]. Product: [CH:1]([N:4]1[CH2:9][CH2:8][N:7]([CH2:17][C:18]([O:20][CH2:21][C:22]2[CH:27]=[CH:26][CH:25]=[CH:24][CH:23]=2)=[O:19])[CH2:6][CH2:5]1)([CH3:3])[CH3:2]. The catalyst class is: 10.